Dataset: Reaction yield outcomes from USPTO patents with 853,638 reactions. Task: Predict the reaction yield, written as a fraction of the theoretical maximum amount of product (1.0 means a 100% yield; for example, 0.34 means a 34% yield). (1) The reactants are [Cl:1][C:2]1[CH:7]=[C:6]([Cl:8])[N:5]=[CH:4][C:3]=1CO.S(Cl)(Cl)(=O)=O.[C:16]([Cl:20])(Cl)([Cl:18])[Cl:17]. No catalyst specified. The product is [Cl:8][C:6]1[CH:7]=[C:2]([Cl:1])[C:3]([C:16]([Cl:20])([Cl:18])[Cl:17])=[CH:4][N:5]=1. The yield is 0.120. (2) The reactants are [C:1]([O:5][C:6]([N:8]1[CH2:13][CH2:12][N:11]([C:14]2[CH:22]=[CH:21][CH:20]=[C:19]3[C:15]=2[CH:16]=[CH:17][NH:18]3)[CH2:10][CH2:9]1)=[O:7])([CH3:4])([CH3:3])[CH3:2].C1C(=O)N([Br:30])C(=O)C1. The catalyst is C1COCC1. The product is [C:1]([O:5][C:6]([N:8]1[CH2:13][CH2:12][N:11]([C:14]2[CH:22]=[CH:21][C:20]([Br:30])=[C:19]3[C:15]=2[CH:16]=[CH:17][NH:18]3)[CH2:10][CH2:9]1)=[O:7])([CH3:4])([CH3:2])[CH3:3]. The yield is 0.370. (3) The reactants are ClCC1C=CC(C#N)=CC=1.Br[CH2:12][CH2:13][C:14]1[C:22]2[C:17](=[CH:18][CH:19]=[CH:20][CH:21]=2)[NH:16][CH:15]=1.[CH2:23]([NH:30][C:31]([C:33]1[S:37][C:36]([N:38]2[CH2:42][CH2:41][NH:40][C:39]2=[O:43])=[N:35][C:34]=1[CH3:44])=[O:32])[C:24]1[CH:29]=[CH:28][CH:27]=[CH:26][CH:25]=1. No catalyst specified. The product is [NH:16]1[C:17]2[C:22](=[CH:21][CH:20]=[CH:19][CH:18]=2)[C:14]([CH2:13][CH2:12][N:40]2[CH2:41][CH2:42][N:38]([C:36]3[S:37][C:33]([C:31]([NH:30][CH2:23][C:24]4[CH:29]=[CH:28][CH:27]=[CH:26][CH:25]=4)=[O:32])=[C:34]([CH3:44])[N:35]=3)[C:39]2=[O:43])=[CH:15]1. The yield is 0.220. (4) The reactants are [C:1]1([S:7]([N:10]2[CH2:15][CH2:14][CH:13]([CH2:16][C:17]3[CH:22]=[CH:21][C:20]([NH2:23])=[CH:19][CH:18]=3)[CH2:12][CH2:11]2)(=[O:9])=[O:8])[CH:6]=[CH:5][CH:4]=[CH:3][CH:2]=1.S(O)(O)(=O)=O.Cl[C:30]1[NH:31][CH2:32][CH2:33][N:34]=1. The catalyst is CC(O)C. The product is [C:1]1([S:7]([N:10]2[CH2:15][CH2:14][CH:13]([CH2:16][C:17]3[CH:18]=[CH:19][C:20]([NH:23][C:30]4[NH:34][CH2:33][CH2:32][N:31]=4)=[CH:21][CH:22]=3)[CH2:12][CH2:11]2)(=[O:8])=[O:9])[CH:6]=[CH:5][CH:4]=[CH:3][CH:2]=1. The yield is 0.890. (5) The reactants are [Cl:1][C:2]1[CH:10]=[CH:9][C:5]([C:6]([OH:8])=O)=[CH:4][CH:3]=1.CN(C(ON1N=NC2C=CC=CC1=2)=[N+](C)C)C.F[P-](F)(F)(F)(F)F.[NH:35]1[CH:39]=[CH:38][N:37]=[C:36]1[NH:40][C:41]([C:43]1[C:51]2[NH:50][C:49]([NH2:52])=[N:48][C:47]=2[CH:46]=[CH:45][CH:44]=1)=[O:42]. The catalyst is CN(C=O)C.CCN(C(C)C)C(C)C. The product is [NH:37]1[CH:38]=[CH:39][N:35]=[C:36]1[NH:40][C:41]([C:43]1[C:51]2[N:50]=[C:49]([NH:52][C:6](=[O:8])[C:5]3[CH:4]=[CH:3][C:2]([Cl:1])=[CH:10][CH:9]=3)[NH:48][C:47]=2[CH:46]=[CH:45][CH:44]=1)=[O:42]. The yield is 0.172. (6) The reactants are [C:1]([O:5][C:6]([N:8]1[CH2:25][CH2:24][C:11]2([C:15](=[O:16])[N:14]([C:17]3[CH:22]=[N:21][C:20](Br)=[CH:19][N:18]=3)[CH2:13][CH2:12]2)[CH2:10][CH2:9]1)=[O:7])([CH3:4])([CH3:3])[CH3:2].[CH3:26][C@H:27]1[CH2:31][CH2:30][CH2:29][N:28]1[C@H:32]1[CH2:36][CH2:35][NH:34][CH2:33]1.CC(C)([O-])C.[Na+]. The catalyst is C1C=CC(/C=C/C(/C=C/C2C=CC=CC=2)=O)=CC=1.C1C=CC(/C=C/C(/C=C/C2C=CC=CC=2)=O)=CC=1.C1C=CC(/C=C/C(/C=C/C2C=CC=CC=2)=O)=CC=1.[Pd].[Pd].C1(C)C=CC=CC=1. The product is [C:1]([O:5][C:6]([N:8]1[CH2:25][CH2:24][C:11]2([C:15](=[O:16])[N:14]([C:17]3[CH:22]=[N:21][C:20]([N:34]4[CH2:35][CH2:36][C@H:32]([N:28]5[CH2:29][CH2:30][CH2:31][C@@H:27]5[CH3:26])[CH2:33]4)=[CH:19][N:18]=3)[CH2:13][CH2:12]2)[CH2:10][CH2:9]1)=[O:7])([CH3:4])([CH3:3])[CH3:2]. The yield is 0.370. (7) The reactants are [CH3:1][O:2][C:3]1[CH:12]=[C:11]2[C:6]([C:7]([CH3:15])([CH3:14])[CH2:8][CH2:9][C:10]2=O)=[CH:5][C:4]=1[CH3:16].C[Mg+].[Br-].[CH2:20](OCC)C. The catalyst is O1CCCC1. The product is [CH3:1][O:2][C:3]1[CH:12]=[C:11]2[C:6](=[CH:5][C:4]=1[CH3:16])[C:7]([CH3:15])([CH3:14])[CH2:8][CH:9]=[C:10]2[CH3:20]. The yield is 0.800. (8) The reactants are Br[C:2]1[C:3]([F:21])=[C:4]([F:20])[C:5]([NH:12][C:13]2[CH:18]=[CH:17][CH:16]=[CH:15][C:14]=2[F:19])=[C:6]([CH:11]=1)[C:7]([O:9][CH3:10])=[O:8].C(N(CC)C(C)C)(C)C.CC1(C)C2C(=C(P(C3C=CC=CC=3)C3C=CC=CC=3)C=CC=2)OC2C(P(C3C=CC=CC=3)C3C=CC=CC=3)=CC=CC1=2.[CH3:73][O:74][C:75]1[CH:80]=[CH:79][C:78]([CH2:81][SH:82])=[CH:77][CH:76]=1. The catalyst is O1CCOCC1.C1C=CC(/C=C/C(/C=C/C2C=CC=CC=2)=O)=CC=1.C1C=CC(/C=C/C(/C=C/C2C=CC=CC=2)=O)=CC=1.C1C=CC(/C=C/C(/C=C/C2C=CC=CC=2)=O)=CC=1.[Pd].[Pd]. The product is [F:20][C:4]1[C:5]([NH:12][C:13]2[CH:18]=[CH:17][CH:16]=[CH:15][C:14]=2[F:19])=[C:6]([CH:11]=[C:2]([S:82][CH2:81][C:78]2[CH:79]=[CH:80][C:75]([O:74][CH3:73])=[CH:76][CH:77]=2)[C:3]=1[F:21])[C:7]([O:9][CH3:10])=[O:8]. The yield is 0.906.